This data is from Retrosynthesis with 50K atom-mapped reactions and 10 reaction types from USPTO. The task is: Predict the reactants needed to synthesize the given product. Given the product C#CC(C)(C)NC(=O)C1CC1, predict the reactants needed to synthesize it. The reactants are: C#CC(C)(C)N.O=C(O)C1CC1.